From a dataset of Forward reaction prediction with 1.9M reactions from USPTO patents (1976-2016). Predict the product of the given reaction. (1) Given the reactants [NH:1]1[C:5]2[CH:6]=[CH:7][CH:8]=[CH:9][C:4]=2[N:3]=[CH:2]1.Br[CH2:11][C:12]([NH:14][C:15]1[CH:20]=[CH:19][C:18]([C:21]([CH3:24])([CH3:23])[CH3:22])=[CH:17][CH:16]=1)=[O:13].BrCC(Br)=O.C(C1C=CC(N)=CC=1)(C)(C)C, predict the reaction product. The product is: [N:1]1([CH2:11][C:12]([NH:14][C:15]2[CH:20]=[CH:19][C:18]([C:21]([CH3:24])([CH3:23])[CH3:22])=[CH:17][CH:16]=2)=[O:13])[C:5]2[CH:6]=[CH:7][CH:8]=[CH:9][C:4]=2[N:3]=[CH:2]1. (2) Given the reactants [Cl:1][C:2]1[CH:3]=[C:4]([CH:21]=[CH:22][CH:23]=1)[CH2:5][S:6][C:7]1[NH:12][C:11](=[O:13])[C:10]([O:14]C2CCCCO2)=[CH:9][N:8]=1.Cl, predict the reaction product. The product is: [Cl:1][C:2]1[CH:3]=[C:4]([CH:21]=[CH:22][CH:23]=1)[CH2:5][S:6][C:7]1[NH:12][C:11](=[O:13])[C:10]([OH:14])=[CH:9][N:8]=1. (3) The product is: [NH2:1][CH2:4][CH2:5][CH2:6][C@H:7]1[C@H:11]([N:12]([CH2:25][CH2:26][CH:27]([CH3:28])[CH3:29])[S:13]([C:16]2[CH:17]=[CH:18][C:19]([N+:22]([O-:24])=[O:23])=[CH:20][CH:21]=2)(=[O:15])=[O:14])[CH2:10][N:9]([C:30]([O:32][C:33]([CH3:35])([CH3:34])[CH3:36])=[O:31])[CH2:8]1. Given the reactants [N:1]([CH2:4][CH2:5][CH2:6][C@H:7]1[C@H:11]([N:12]([CH2:25][CH2:26][CH:27]([CH3:29])[CH3:28])[S:13]([C:16]2[CH:21]=[CH:20][C:19]([N+:22]([O-:24])=[O:23])=[CH:18][CH:17]=2)(=[O:15])=[O:14])[CH2:10][N:9]([C:30]([O:32][C:33]([CH3:36])([CH3:35])[CH3:34])=[O:31])[CH2:8]1)=[N+]=[N-].C1C=CC(P(C2C=CC=CC=2)C2C=CC=CC=2)=CC=1, predict the reaction product. (4) Given the reactants C(N(CC)CC)C.CCN=C=NCCCN(C)C.Cl.[S:20]1[CH:24]=[CH:23][N:22]2[CH:25]=[C:26]([C:28]3[CH:49]=[CH:48][CH:47]=[CH:46][C:29]=3[C:30]([NH:32][C:33]3[CH:42]=[CH:41][C:40]4[C:35](=[CH:36][CH:37]=[C:38]([C:43](O)=[O:44])[CH:39]=4)[N:34]=3)=[O:31])[N:27]=[C:21]12.Cl.[NH2:51][C@@H:52]([C:65]1[CH:70]=[CH:69][CH:68]=[CH:67][CH:66]=1)[C:53]([N:55]([CH2:57][C:58]1[CH:63]=[CH:62][C:61]([F:64])=[CH:60][CH:59]=1)[CH3:56])=[O:54], predict the reaction product. The product is: [F:64][C:61]1[CH:60]=[CH:59][C:58]([CH2:57][N:55]([CH3:56])[C:53](=[O:54])[C@@H:52]([NH:51][C:43]([C:38]2[CH:39]=[C:40]3[C:35](=[CH:36][CH:37]=2)[N:34]=[C:33]([NH:32][C:30](=[O:31])[C:29]2[CH:46]=[CH:47][CH:48]=[CH:49][C:28]=2[C:26]2[N:27]=[C:21]4[N:22]([CH:25]=2)[CH:23]=[CH:24][S:20]4)[CH:42]=[CH:41]3)=[O:44])[C:65]2[CH:70]=[CH:69][CH:68]=[CH:67][CH:66]=2)=[CH:63][CH:62]=1.